Task: Predict the product of the given reaction.. Dataset: Forward reaction prediction with 1.9M reactions from USPTO patents (1976-2016) The product is: [C:9]([O:13][C:14]([N:16]1[CH2:21][CH2:20][CH:19]([N:6]2[CH:5]=[C:4]([Br:3])[CH:8]=[N:7]2)[CH2:18][CH2:17]1)=[O:15])([CH3:12])([CH3:10])[CH3:11]. Given the reactants [H-].[Na+].[Br:3][C:4]1[CH:5]=[N:6][NH:7][CH:8]=1.[C:9]([O:13][C:14]([N:16]1[CH2:21][CH2:20][CH:19](OS(C)(=O)=O)[CH2:18][CH2:17]1)=[O:15])([CH3:12])([CH3:11])[CH3:10], predict the reaction product.